Dataset: Full USPTO retrosynthesis dataset with 1.9M reactions from patents (1976-2016). Task: Predict the reactants needed to synthesize the given product. (1) Given the product [CH2:21]([NH:1][C:2]1[CH:10]=[C:9]2[C:5]([CH2:6][O:7][C:8]2=[C:11]2[C:19]3[C:14](=[CH:15][CH:16]=[CH:17][CH:18]=3)[NH:13][C:12]2=[O:20])=[CH:4][CH:3]=1)[CH3:22], predict the reactants needed to synthesize it. The reactants are: [NH2:1][C:2]1[CH:10]=[C:9]2[C:5]([CH2:6][O:7][C:8]2=[C:11]2[C:19]3[C:14](=[CH:15][CH:16]=[CH:17][CH:18]=3)[NH:13][C:12]2=[O:20])=[CH:4][CH:3]=1.[CH:21](=O)[CH3:22].C(O[BH-](OC(=O)C)OC(=O)C)(=O)C.[Na+]. (2) The reactants are: [Cl:1][C:2]1[CH:7]=[CH:6][C:5]([C:8]2[CH:13]=[CH:12][C:11]([CH3:14])=[C:10]([CH:15]3[C:20](=[O:21])[CH2:19][CH:18]([CH2:22][CH:23]4OCC[O:24]4)[CH2:17][C:16]3=[O:28])[CH:9]=2)=[CH:4][CH:3]=1.Cl. Given the product [Cl:1][C:2]1[CH:7]=[CH:6][C:5]([C:8]2[CH:13]=[CH:12][C:11]([CH3:14])=[C:10]([CH:15]3[C:16](=[O:28])[CH2:17][CH:18]([CH2:22][CH:23]=[O:24])[CH2:19][C:20]3=[O:21])[CH:9]=2)=[CH:4][CH:3]=1, predict the reactants needed to synthesize it. (3) Given the product [CH2:1]([O:3][C:4]1[CH:5]=[C:6]2[C:7](=[CH:8][C:9]=1[O:10][CH3:11])[C:19]([C:20]1[CH:34]=[CH:33][C:23]([C:24]([N:26]([CH:30]([CH3:32])[CH3:31])[CH:27]([CH3:29])[CH3:28])=[O:25])=[CH:22][CH:21]=1)=[N:18][C@H:17]1[C@@H:12]2[CH2:13][O:14][CH2:15][CH2:16]1)[CH3:2], predict the reactants needed to synthesize it. The reactants are: [CH2:1]([O:3][C:4]1[CH:5]=[C:6]([C@@H:12]2[C@H:17]([NH:18][C:19](=O)[C:20]3[CH:34]=[CH:33][C:23]([C:24]([N:26]([CH:30]([CH3:32])[CH3:31])[CH:27]([CH3:29])[CH3:28])=[O:25])=[CH:22][CH:21]=3)[CH2:16][CH2:15][O:14][CH2:13]2)[CH:7]=[CH:8][C:9]=1[O:10][CH3:11])[CH3:2].O=P(Cl)(Cl)Cl. (4) Given the product [C:2](=[O:3])([O:15][CH:13]([CH3:14])[C:12]([F:17])([F:16])[F:11])[O:4][C:5]1[CH:10]=[CH:9][CH:8]=[CH:7][CH:6]=1, predict the reactants needed to synthesize it. The reactants are: Cl[C:2]([O:4][C:5]1[CH:10]=[CH:9][CH:8]=[CH:7][CH:6]=1)=[O:3].[F:11][C:12]([F:17])([F:16])[CH:13]([OH:15])[CH3:14]. (5) The reactants are: [CH3:1][S:2]([N:5]1[C:9]2=[CH:10][CH:11]=[C:12]3[C:17]([N:16]=[C:15]([C:18]4[CH:24]=[CH:23][C:21]([NH2:22])=[CH:20][CH:19]=4)[N:14]=[C:13]3[N:25]3[CH2:30][CH2:29][O:28][CH2:27][CH2:26]3)=[C:8]2[CH:7]=[CH:6]1)(=[O:4])=[O:3].ClC(Cl)(O[C:35](=[O:41])OC(Cl)(Cl)Cl)Cl.[NH2:43][C:44]1[CH:45]=[N:46][CH:47]=[CH:48][CH:49]=1. Given the product [CH3:1][S:2]([N:5]1[C:9]2=[CH:10][CH:11]=[C:12]3[C:17]([N:16]=[C:15]([C:18]4[CH:19]=[CH:20][C:21]([NH:22][C:35]([NH:43][C:44]5[CH:45]=[N:46][CH:47]=[CH:48][CH:49]=5)=[O:41])=[CH:23][CH:24]=4)[N:14]=[C:13]3[N:25]3[CH2:30][CH2:29][O:28][CH2:27][CH2:26]3)=[C:8]2[CH:7]=[CH:6]1)(=[O:4])=[O:3], predict the reactants needed to synthesize it. (6) Given the product [Cl:9][C:10]1[N:11]=[C:12]([O:8][C:4]2([CH3:3])[CH2:7][CH2:6][CH2:5]2)[C:13]2[C:18]([I:19])=[CH:17][N:16]([CH2:20][O:21][CH2:22][CH2:23][Si:24]([CH3:27])([CH3:26])[CH3:25])[C:14]=2[N:15]=1, predict the reactants needed to synthesize it. The reactants are: [H-].[Na+].[CH3:3][C:4]1([OH:8])[CH2:7][CH2:6][CH2:5]1.[Cl:9][C:10]1[N:11]=[C:12](Cl)[C:13]2[C:18]([I:19])=[CH:17][N:16]([CH2:20][O:21][CH2:22][CH2:23][Si:24]([CH3:27])([CH3:26])[CH3:25])[C:14]=2[N:15]=1. (7) Given the product [CH3:1][C:2]1([CH3:14])[O:6][C@H:5]2[O:7][C@H:8]([CH:10]=[O:13])[CH2:9][C@H:4]2[O:3]1, predict the reactants needed to synthesize it. The reactants are: [CH3:1][C:2]1([CH3:14])[O:6][C@H:5]2[O:7][C@H:8]([C@@H:10]([OH:13])CO)[CH2:9][C@H:4]2[O:3]1.I([O-])(=O)(=O)=O.[Na+].